This data is from Reaction yield outcomes from USPTO patents with 853,638 reactions. The task is: Predict the reaction yield, written as a fraction of the theoretical maximum amount of product (1.0 means a 100% yield; for example, 0.34 means a 34% yield). (1) The reactants are Br[C:2]1[CH:9]=[CH:8][C:5]([C:6]#[N:7])=[C:4]([C:10]([F:13])([F:12])[F:11])[CH:3]=1.C([Sn](CCCC)(CCCC)[C:19]1[S:20][CH:21]=[CH:22][N:23]=1)CCC. The catalyst is CN(C=O)C.[Pd](Cl)Cl.C1(P(C2C=CC=CC=2)[C-]2C=CC=C2)C=CC=CC=1.[C-]1(P(C2C=CC=CC=2)C2C=CC=CC=2)C=CC=C1.[Fe+2]. The product is [S:20]1[CH:21]=[CH:22][N:23]=[C:19]1[C:2]1[CH:9]=[CH:8][C:5]([C:6]#[N:7])=[C:4]([C:10]([F:13])([F:12])[F:11])[CH:3]=1. The yield is 0.840. (2) The reactants are C([O-])(=O)C.[K+].[B:15]1([B:15]2[O:19][C:18]([CH3:21])([CH3:20])[C:17]([CH3:23])([CH3:22])[O:16]2)[O:19][C:18]([CH3:21])([CH3:20])[C:17]([CH3:23])([CH3:22])[O:16]1.O1CCOCC1.[CH2:30]([C:32]([C:50]1[CH:55]=[CH:54][C:53](OS(C(F)(F)F)(=O)=O)=[C:52]([CH3:64])[CH:51]=1)([C:35]1[CH:40]=[CH:39][C:38]([CH:41]=[CH:42][C:43]([CH2:47][CH3:48])([OH:46])[CH2:44][CH3:45])=[C:37]([CH3:49])[CH:36]=1)[CH2:33][CH3:34])[CH3:31]. The catalyst is C1(P(C2C=CC=CC=2)[C-]2C=CC=C2)C=CC=CC=1.[C-]1(P(C2C=CC=CC=2)C2C=CC=CC=2)C=CC=C1.[Fe+2].C1C=CC(P(C2C=CC=CC=2)[C-]2C=CC=C2)=CC=1.C1C=CC(P(C2C=CC=CC=2)[C-]2C=CC=C2)=CC=1.Cl[Pd]Cl.[Fe+2].C(OCC)C. The product is [CH2:44]([C:43]([OH:46])([CH2:47][CH3:48])/[CH:42]=[CH:41]/[C:38]1[CH:39]=[CH:40][C:35]([C:32]([CH2:33][CH3:34])([C:50]2[CH:55]=[CH:54][C:53]([B:15]3[O:16][C:17]([CH3:22])([CH3:23])[C:18]([CH3:20])([CH3:21])[O:19]3)=[C:52]([CH3:64])[CH:51]=2)[CH2:30][CH3:31])=[CH:36][C:37]=1[CH3:49])[CH3:45]. The yield is 0.650. (3) The yield is 0.630. The product is [CH:41]1([CH2:36][NH:37][C:19](=[O:21])[C:18]2[CH:22]=[CH:23][C:15]([O:14][CH2:13][C:3]3[C:4]([C:7]4[CH:8]=[CH:9][N:10]=[CH:11][CH:12]=4)=[N:5][O:6][C:2]=3[CH3:1])=[N:16][CH:17]=2)[CH2:46][CH2:45]1. The reactants are [CH3:1][C:2]1[O:6][N:5]=[C:4]([C:7]2[CH:12]=[CH:11][N:10]=[CH:9][CH:8]=2)[C:3]=1[CH2:13][O:14][C:15]1[CH:23]=[CH:22][C:18]([C:19]([OH:21])=O)=[CH:17][N:16]=1.COC(=O)C1C=CC(OCC2[C:36]([C:41]3[CH:46]=[CH:45]C=C(F)C=3)=[N:37]OC=2C)=NC=1. No catalyst specified. (4) The reactants are [OH:1][C:2]12[C:13]3[C:8](=[CH:9][CH:10]=[CH:11][CH:12]=3)[C:7](=[O:14])[C:6]1([OH:15])[C:5]1[CH:16]=[C:17]([CH3:21])[C:18]([CH3:20])=[CH:19][C:4]=1[O:3]2.[C:22]([OH:25])(=O)[CH3:23].N1C=CC=CC=1.C1C[O:35][CH2:34][CH2:33]1. No catalyst specified. The product is [C:34]([O:3][C:4]1[CH:19]=[C:18]([CH3:20])[C:17]([CH3:21])=[CH:16][C:5]=1[C:6]1([O:15][C:22](=[O:25])[CH3:23])[C:7](=[O:14])[C:8]2[C:13](=[CH:12][CH:11]=[CH:10][CH:9]=2)[C:2]1=[O:1])(=[O:35])[CH3:33]. The yield is 0.420.